From a dataset of Full USPTO retrosynthesis dataset with 1.9M reactions from patents (1976-2016). Predict the reactants needed to synthesize the given product. (1) Given the product [Cl:2][C:3]1[CH:8]=[C:7]([C:9]([N:11]2[CH2:15][CH2:14][CH2:13][C@@H:12]2[CH2:16][N:17]2[CH2:21][CH2:20][CH2:19][CH2:18]2)=[O:10])[C:6]([OH:22])=[CH:5][C:4]=1[OH:26], predict the reactants needed to synthesize it. The reactants are: Cl.[Cl:2][C:3]1[C:4]([O:26]COC)=[CH:5][C:6]([O:22]COC)=[C:7]([C:9]([N:11]2[CH2:15][CH2:14][CH2:13][C@@H:12]2[CH2:16][N:17]2[CH2:21][CH2:20][CH2:19][CH2:18]2)=[O:10])[CH:8]=1. (2) The reactants are: [CH:1]1C[CH2:6][CH2:5][CH2:4][CH2:3][CH:2]=1.[OH:8]O.[CH:10]([OH:12])=O. Given the product [C@@H:10]1([OH:12])[CH2:6][CH2:5][CH2:4][CH2:3][CH2:2][C@H:1]1[OH:8], predict the reactants needed to synthesize it.